From a dataset of Full USPTO retrosynthesis dataset with 1.9M reactions from patents (1976-2016). Predict the reactants needed to synthesize the given product. (1) Given the product [Br:46][CH2:2][CH2:3][CH2:4][C:5]#[C:6][C:7]1[CH:12]=[CH:11][C:10]([NH:13][C:14](=[O:19])[C:15]([F:18])([F:17])[F:16])=[CH:9][CH:8]=1, predict the reactants needed to synthesize it. The reactants are: Cl[CH2:2][CH2:3][CH2:4][C:5]#[C:6][C:7]1[CH:12]=[CH:11][C:10]([NH:13][C:14](=[O:19])[C:15]([F:18])([F:17])[F:16])=[CH:9][CH:8]=1.FC(F)(F)C(NC1C=CC(C#CCCCCO)=CC=1)=O.ClCCCC#C.[Br-:46].[Li+]. (2) The reactants are: [C:1]([O:5][C:6]([NH:8][C:9]1[S:10][C:11]([C:14](OCC)=[O:15])=[CH:12][N:13]=1)=[O:7])([CH3:4])([CH3:3])[CH3:2].[H-].[H-].[H-].[H-].[Li+].[Al+3]. Given the product [OH:15][CH2:14][C:11]1[S:10][C:9]([NH:8][C:6](=[O:7])[O:5][C:1]([CH3:3])([CH3:2])[CH3:4])=[N:13][CH:12]=1, predict the reactants needed to synthesize it. (3) Given the product [NH:6]1[C:14]2[C:9](=[CH:10][CH:11]=[CH:12][CH:13]=2)[C:8]([C:15]([O:17][CH3:18])=[O:16])=[N:7]1, predict the reactants needed to synthesize it. The reactants are: S(=O)(=O)(O)O.[NH:6]1[C:14]2[C:9](=[CH:10][CH:11]=[CH:12][CH:13]=2)[C:8]([C:15]([OH:17])=[O:16])=[N:7]1.[CH3:18]O. (4) Given the product [Br:23][CH2:24][C:25]1[CH:30]=[CH:29][CH:28]=[CH:27][C:26]=1[CH2:31][O:1][C:2]1[C:3](=[O:16])[CH:4]=[C:5]([CH2:8][O:9][CH:10]2[CH2:15][CH2:14][CH2:13][CH2:12][O:11]2)[O:6][CH:7]=1, predict the reactants needed to synthesize it. The reactants are: [OH:1][C:2]1[C:3](=[O:16])[CH:4]=[C:5]([CH2:8][O:9][CH:10]2[CH2:15][CH2:14][CH2:13][CH2:12][O:11]2)[O:6][CH:7]=1.C([O-])([O-])=O.[Cs+].[Cs+].[Br:23][CH2:24][C:25]1[CH:30]=[CH:29][CH:28]=[CH:27][C:26]=1[CH2:31]Br. (5) Given the product [Br:9][C:4]1[S:3][C:2]([NH:1][C:10](=[O:11])[O:12][C:13]([CH3:16])([CH3:15])[CH3:14])=[N:6][C:5]=1[C:7]#[N:8], predict the reactants needed to synthesize it. The reactants are: [NH2:1][C:2]1[S:3][C:4]([Br:9])=[C:5]([C:7]#[N:8])[N:6]=1.[C:10](O[C:10]([O:12][C:13]([CH3:16])([CH3:15])[CH3:14])=[O:11])([O:12][C:13]([CH3:16])([CH3:15])[CH3:14])=[O:11].